Dataset: Catalyst prediction with 721,799 reactions and 888 catalyst types from USPTO. Task: Predict which catalyst facilitates the given reaction. (1) Reactant: C(O[C:4]([C:6]1[S:7][CH:8]=[CH:9][C:10]=1[NH2:11])=[O:5])C.C1N=CN([C:17]([N:19]2C=NC=C2)=[O:18])C=1.Cl.[CH2:25]([O:28]N)[CH:26]=[CH2:27].CCN(CC)CC. Product: [CH2:25]([O:28][N:19]1[C:4](=[O:5])[C:6]2[S:7][CH:8]=[CH:9][C:10]=2[NH:11][C:17]1=[O:18])[CH:26]=[CH2:27]. The catalyst class is: 11. (2) Reactant: [Si:1]([O:18][CH2:19][C:20]1[C:25]([N:26]2[CH2:31][C@@H:30]([CH3:32])[O:29][C@H:28]([CH3:33])[CH2:27]2)=[C:24]([F:34])[C:23]([F:35])=[CH:22][CH:21]=1)([C:14]([CH3:17])([CH3:16])[CH3:15])([C:8]1[CH:13]=[CH:12][CH:11]=[CH:10][CH:9]=1)[C:2]1[CH:7]=[CH:6][CH:5]=[CH:4][CH:3]=1.[Li]C(CC)C.[CH3:41][S:42][C:43]1[N:48]=[C:47]([CH:49]=[O:50])[CH:46]=[CH:45][N:44]=1. Product: [Si:1]([O:18][CH2:19][C:20]1[C:25]([N:26]2[CH2:31][C@@H:30]([CH3:32])[O:29][C@H:28]([CH3:33])[CH2:27]2)=[C:24]([F:34])[C:23]([F:35])=[C:22]([CH:49]([C:47]2[CH:46]=[CH:45][N:44]=[C:43]([S:42][CH3:41])[N:48]=2)[OH:50])[CH:21]=1)([C:14]([CH3:16])([CH3:17])[CH3:15])([C:2]1[CH:7]=[CH:6][CH:5]=[CH:4][CH:3]=1)[C:8]1[CH:13]=[CH:12][CH:11]=[CH:10][CH:9]=1. The catalyst class is: 282. (3) Reactant: C([O:8][C:9]([CH:11]([CH2:25][CH2:26][C:27]([O:29]CC1C=CC=CC=1)=[O:28])[CH2:12][P:13]([CH2:16][CH2:17][CH2:18][C:19]1[CH:24]=[CH:23][CH:22]=[CH:21][CH:20]=1)(=[O:15])[OH:14])=[O:10])C1C=CC=CC=1. Product: [C:19]1([CH2:18][CH2:17][CH2:16][P:13]([CH2:12][CH:11]([CH2:25][CH2:26][C:27]([OH:29])=[O:28])[C:9]([OH:10])=[O:8])([OH:15])=[O:14])[CH:24]=[CH:23][CH:22]=[CH:21][CH:20]=1. The catalyst class is: 522. (4) Reactant: [NH2:1][C:2]1[C:7]([CH3:8])=[CH:6][CH:5]=[CH:4][N:3]=1.[C:9](Cl)(=[O:11])[CH3:10].N1C=CC=CC=1. Product: [CH3:9][C:10]1[NH:1][C:2]2[C:7]([CH:8]=1)=[CH:6][CH:5]=[CH:4][N:3]=2.[C:9]([NH:1][C:2]1[C:7]([CH3:8])=[CH:6][CH:5]=[CH:4][N:3]=1)(=[O:11])[CH3:10]. The catalyst class is: 11. (5) Reactant: [Br:1][C:2]1[C:11]2[C:6](=[CH:7][CH:8]=[CH:9][CH:10]=2)[CH:5]=[CH:4][C:3]=1[C:12]([OH:14])=O.Cl.[CH3:16][O:17][C:18](=[O:23])[C:19]([CH3:22])([CH3:21])[NH2:20].CN1CCOCC1.ON1C2C=CC=CC=2N=N1.Cl.CN(C)CCCN=C=NCC. Product: [CH3:16][O:17][C:18](=[O:23])[C:19]([NH:20][C:12]([C:3]1[CH:4]=[CH:5][C:6]2[C:11](=[CH:10][CH:9]=[CH:8][CH:7]=2)[C:2]=1[Br:1])=[O:14])([CH3:22])[CH3:21]. The catalyst class is: 139.